This data is from Full USPTO retrosynthesis dataset with 1.9M reactions from patents (1976-2016). The task is: Predict the reactants needed to synthesize the given product. (1) The reactants are: FC(F)(F)C(O)=O.[Cl:8][C:9]1[C:14]([CH2:15][OH:16])=[CH:13][N:12]=[C:11]([N:17]2[C:21](=[O:22])[C:20]([C:23]3[CH:24]=[N:25][CH:26]=[CH:27][CH:28]=3)=[CH:19][NH:18]2)[CH:10]=1.Cl. Given the product [ClH:8].[Cl:8][C:9]1[C:14]([CH2:15][OH:16])=[CH:13][N:12]=[C:11]([N:17]2[C:21](=[O:22])[C:20]([C:23]3[CH:24]=[N:25][CH:26]=[CH:27][CH:28]=3)=[CH:19][NH:18]2)[CH:10]=1, predict the reactants needed to synthesize it. (2) The reactants are: [NH:1]([CH2:6][C:7]([OH:9])=[O:8])[CH2:2][C:3]([OH:5])=[O:4].O.[OH-].[Li+:12]. Given the product [NH:1]([CH2:6][C:7]([O-:9])=[O:8])[CH2:2][C:3]([O-:5])=[O:4].[Li+:12].[Li+:12], predict the reactants needed to synthesize it.